Dataset: Full USPTO retrosynthesis dataset with 1.9M reactions from patents (1976-2016). Task: Predict the reactants needed to synthesize the given product. (1) The reactants are: Br[C:2]1[CH:9]=[C:8]([N:10]2[C:14]3=[N:15][CH:16]=[CH:17][C:18]([C:19]4[CH:20]=[N:21][C:22]5[C:27]([CH:28]=4)=[CH:26][CH:25]=[CH:24][CH:23]=5)=[C:13]3[C:12]([CH3:29])=[CH:11]2)[CH:7]=[CH:6][C:3]=1[C:4]#[N:5].[O:30]1[CH2:35][CH2:34][CH:33]([NH2:36])[CH2:32][CH2:31]1.CC1C2C(=NC=CC=2C2C=NC3C(C=2)=CC=CC=3)N(C2C=CC=CC=2C(N)=O)C=1. Given the product [O:30]1[CH2:35][CH2:34][CH:33]([NH:36][C:2]2[CH:9]=[C:8]([N:10]3[C:14]4=[N:15][CH:16]=[CH:17][C:18]([C:19]5[CH:20]=[N:21][C:22]6[C:27]([CH:28]=5)=[CH:26][CH:25]=[CH:24][CH:23]=6)=[C:13]4[C:12]([CH3:29])=[CH:11]3)[CH:7]=[CH:6][C:3]=2[C:4]#[N:5])[CH2:32][CH2:31]1, predict the reactants needed to synthesize it. (2) Given the product [O:27]1[C:26]2([CH2:10][CH2:5][CH:6](/[CH:13]=[CH:13]/[C:6]3[CH:7]=[CH:8][N:9]=[C:10]4[C:5]=3[N:4]=[C:3]([O:2][CH3:1])[CH:12]=[CH:11]4)[CH2:7][CH2:25]2)[O:30][CH2:29][CH2:28]1, predict the reactants needed to synthesize it. The reactants are: [CH3:1][O:2][C:3]1[N:4]=[C:5]2[C:10](=[CH:11][CH:12]=1)[N:9]=[CH:8][CH:7]=[C:6]2[CH:13]=O.C[Si]([N-][Si](C)(C)C)(C)C.[K+].[CH3:25][C:26](=[O:30])[O:27][CH2:28][CH3:29]. (3) Given the product [Br:10][C:11]1[CH:16]=[C:15]([C:3]2[CH:2]=[N:1][CH:6]=[CH:5][CH:4]=2)[CH:14]=[CH:13][CH:12]=1, predict the reactants needed to synthesize it. The reactants are: [N:1]1[CH:6]=[CH:5][CH:4]=[C:3](B(O)O)[CH:2]=1.[Br:10][C:11]1[CH:12]=[C:13](I)[CH:14]=[CH:15][CH:16]=1.C(=O)(O)[O-].[Na+].N#N. (4) Given the product [CH3:1][O:2][C:3](=[O:12])[C:4]1[CH:9]=[CH:8][C:7]([CH2:10][O:11][CH2:13][CH3:14])=[CH:6][CH:5]=1, predict the reactants needed to synthesize it. The reactants are: [CH3:1][O:2][C:3](=[O:12])[C:4]1[CH:9]=[CH:8][C:7]([CH2:10][OH:11])=[CH:6][CH:5]=1.[CH2:13](I)[CH3:14].CC(C)([O-])C.[K+].O.